From a dataset of Peptide-MHC class I binding affinity with 185,985 pairs from IEDB/IMGT. Regression. Given a peptide amino acid sequence and an MHC pseudo amino acid sequence, predict their binding affinity value. This is MHC class I binding data. (1) The peptide sequence is VESENKVVI. The MHC is Patr-B2401 with pseudo-sequence Patr-B2401. The binding affinity (normalized) is 0.125. (2) The peptide sequence is LQRWGGTCH. The MHC is HLA-A02:01 with pseudo-sequence HLA-A02:01. The binding affinity (normalized) is 0. (3) The peptide sequence is KLFKKTDFK. The MHC is HLA-A31:01 with pseudo-sequence HLA-A31:01. The binding affinity (normalized) is 0.807. (4) The peptide sequence is SWLVHKQWF. The MHC is HLA-A23:01 with pseudo-sequence HLA-A23:01. The binding affinity (normalized) is 0.424. (5) The peptide sequence is DIVRVFNEY. The MHC is HLA-B58:01 with pseudo-sequence HLA-B58:01. The binding affinity (normalized) is 0.0847. (6) The peptide sequence is YPAVVPLVY. The MHC is HLA-B57:01 with pseudo-sequence HLA-B57:01. The binding affinity (normalized) is 0.0259. (7) The peptide sequence is VLLAFLNSM. The MHC is HLA-B51:01 with pseudo-sequence HLA-B51:01. The binding affinity (normalized) is 0.0847. (8) The peptide sequence is EVATRFNTM. The MHC is HLA-A25:01 with pseudo-sequence HLA-A25:01. The binding affinity (normalized) is 0.719.